This data is from Reaction yield outcomes from USPTO patents with 853,638 reactions. The task is: Predict the reaction yield, written as a fraction of the theoretical maximum amount of product (1.0 means a 100% yield; for example, 0.34 means a 34% yield). (1) The reactants are [CH2:1]([S:8]([OH:11])(=[O:10])=[O:9])[CH2:2][CH2:3][S:4]([OH:7])(=[O:6])=[O:5].O.O.O.O.O.O.O.O.[OH-].[Sr+2:21].[OH-]. The catalyst is O. The product is [Sr+2:21].[CH2:3]([S:4]([O-:7])(=[O:6])=[O:5])[CH2:2][CH2:1][S:8]([O-:11])(=[O:10])=[O:9]. The yield is 0.630. (2) The reactants are [C:9](O[C:9]([O:11][C:12]([CH3:15])([CH3:14])[CH3:13])=[O:10])([O:11][C:12]([CH3:15])([CH3:14])[CH3:13])=[O:10].[Br:16][C:17]1[CH:25]=[CH:24][C:20]([CH2:21][CH2:22][NH2:23])=[CH:19][CH:18]=1. The catalyst is O1CCCC1. The product is [Br:16][C:17]1[CH:25]=[CH:24][C:20]([CH2:21][CH2:22][NH:23][C:9](=[O:10])[O:11][C:12]([CH3:13])([CH3:14])[CH3:15])=[CH:19][CH:18]=1. The yield is 0.500. (3) The reactants are [C:1]([O:6][CH:7]([CH2:14][CH3:15])[C:8]([C:11]([OH:13])=[O:12])([F:10])[F:9])(=[O:5])[C:2]([CH3:4])=[CH2:3].C1[CH2:20][O:19][CH2:18]C1.COCCl. The catalyst is O. The product is [C:1]([O:6][CH:7]([CH2:14][CH3:15])[C:8]([C:11]([O:13][CH2:18][O:19][CH3:20])=[O:12])([F:10])[F:9])(=[O:5])[C:2]([CH3:4])=[CH2:3]. The yield is 0.830. (4) The reactants are Br[C:2]1([C:8]([OH:10])=[O:9])[CH:7]=[CH:6][CH:5]=[CH:4][NH:3]1.C([O-])([O-])=O.[Na+].[Na+].[F:17][C:18]1[CH:23]=[CH:22][C:21](B2OCC(C)(C)CO2)=[CH:20][CH:19]=1.CCO. The catalyst is COCCOC.C1C=CC([P]([Pd]([P](C2C=CC=CC=2)(C2C=CC=CC=2)C2C=CC=CC=2)([P](C2C=CC=CC=2)(C2C=CC=CC=2)C2C=CC=CC=2)[P](C2C=CC=CC=2)(C2C=CC=CC=2)C2C=CC=CC=2)(C2C=CC=CC=2)C2C=CC=CC=2)=CC=1. The product is [F:17][C:18]1[CH:23]=[CH:22][C:21]([C:4]2[N:3]=[C:2]([C:8]([OH:10])=[O:9])[CH:7]=[CH:6][CH:5]=2)=[CH:20][CH:19]=1. The yield is 0.400. (5) The reactants are [F:1][C:2]1[CH:7]=[CH:6][C:5]([CH:8](C(OC)=O)[C:9]([O:11]C)=[O:10])=[C:4]([N+:17]([O-:19])=[O:18])[CH:3]=1.Cl. No catalyst specified. The product is [F:1][C:2]1[CH:7]=[CH:6][C:5]([CH2:8][C:9]([OH:11])=[O:10])=[C:4]([N+:17]([O-:19])=[O:18])[CH:3]=1. The yield is 0.870. (6) The reactants are [OH:1][C:2]1[C:7]([CH3:8])=[CH:6][CH:5]=[CH:4][C:3]=1[C:9](=O)[CH3:10].CC([O-])=O.[Na+].Cl.[NH2:18][OH:19]. The catalyst is CO.[Cl-].[Na+].O. The product is [OH:1][C:2]1[C:7]([CH3:8])=[CH:6][CH:5]=[CH:4][C:3]=1/[C:9](=[N:18]/[OH:19])/[CH3:10]. The yield is 0.890. (7) The reactants are [CH3:1][C:2]1[CH:3]=[C:4]2[C:8](=[CH:9][CH:10]=1)[C@@H:7]([OH:11])[CH:6]=[C:5]2[C:12]1[CH:17]=[CH:16][CH:15]=[CH:14][CH:13]=1.C1N2CCN(CC2)C1. The catalyst is C1COCC1.C(N(CC)CC)C. The product is [CH3:1][C:2]1[CH:3]=[C:4]2[C:8](=[CH:9][CH:10]=1)[C:7](=[O:11])[CH2:6][C@H:5]2[C:12]1[CH:17]=[CH:16][CH:15]=[CH:14][CH:13]=1. The yield is 0.920. (8) The reactants are [Br:1][C:2]1[CH:3]=[C:4]([CH:9]=[CH:10][CH:11]=1)[C:5]([NH:7][NH2:8])=[O:6].[CH:12](OCC)(OCC)OCC. No catalyst specified. The product is [Br:1][C:2]1[CH:3]=[C:4]([C:5]2[O:6][CH:12]=[N:8][N:7]=2)[CH:9]=[CH:10][CH:11]=1. The yield is 0.770. (9) The reactants are [Al+3].[Cl-].[Cl-].[Cl-].[Na+].[Cl-].[CH2:7]1[C:17]2=[C:18]3[C:13](=[CH:14][CH:15]=[CH:16]2)[CH2:12][CH2:11][C:10](=[O:19])[N:9]3[CH2:8]1.Cl.[C:21](Cl)(=[O:28])[C:22]1[CH:27]=[CH:26][N:25]=[CH:24][CH:23]=1.Cl. The catalyst is CC(C)=O.O. The product is [N:25]1[CH:26]=[CH:27][C:22]([C:21]([C:15]2[CH:14]=[C:13]3[C:18]4=[C:17]([CH2:7][CH2:8][N:9]4[C:10](=[O:19])[CH2:11][CH2:12]3)[CH:16]=2)=[O:28])=[CH:23][CH:24]=1. The yield is 0.270. (10) The reactants are [F:1][C:2]1[CH:7]=[C:6]([I:8])[CH:5]=[CH:4][C:3]=1[NH:9][C:10]1[N:11]([CH3:28])[C:12](=[O:27])[C:13]([CH3:26])=[CH:14][C:15]=1[C:16](ON1C(=O)CCC1=O)=[O:17].C1COCC1.CC(C)=O.[N-:38]=[N+:39]=[N-:40].[Na+]. The catalyst is O. The product is [F:1][C:2]1[CH:7]=[C:6]([I:8])[CH:5]=[CH:4][C:3]=1[NH:9][C:10]1[N:11]([CH3:28])[C:12](=[O:27])[C:13]([CH3:26])=[CH:14][C:15]=1[C:16]([N:38]=[N+:39]=[N-:40])=[O:17]. The yield is 0.960.